Dataset: Peptide-MHC class I binding affinity with 185,985 pairs from IEDB/IMGT. Task: Regression. Given a peptide amino acid sequence and an MHC pseudo amino acid sequence, predict their binding affinity value. This is MHC class I binding data. The peptide sequence is VLLTRSPDQ. The MHC is HLA-A69:01 with pseudo-sequence HLA-A69:01. The binding affinity (normalized) is 0.0847.